The task is: Predict the reaction yield, written as a fraction of the theoretical maximum amount of product (1.0 means a 100% yield; for example, 0.34 means a 34% yield).. This data is from Reaction yield outcomes from USPTO patents with 853,638 reactions. (1) The reactants are [O-:1][CH2:2][CH3:3].[Na+].Cl[C:6]1[C:19]2[C:10](=[C:11]3[C:16](=[CH:17][CH:18]=2)[CH:15]=[CH:14][CH:13]=[N:12]3)[N:9]=[C:8]([CH3:20])[CH:7]=1. The catalyst is C(O)C. The product is [CH3:20][C:8]1[CH:7]=[C:6]([O:1][CH2:2][CH3:3])[C:19]2[C:10](=[C:11]3[C:16](=[CH:17][CH:18]=2)[CH:15]=[CH:14][CH:13]=[N:12]3)[N:9]=1. The yield is 0.780. (2) The reactants are F[C:2]1[CH:7]=[C:6]([C:8]2[C:9]([C:20]3[O:21][CH:22]=[CH:23][CH:24]=3)=[N:10][C:11]([NH2:19])=[N:12][C:13]=2[C:14]2[O:15][CH:16]=[CH:17][CH:18]=2)[CH:5]=[CH:4][N:3]=1.[CH3:25][NH:26][CH3:27]. The catalyst is COCCOC. The product is [CH3:25][N:26]([CH3:27])[C:2]1[CH:7]=[C:6]([C:8]2[C:9]([C:20]3[O:21][CH:22]=[CH:23][CH:24]=3)=[N:10][C:11]([NH2:19])=[N:12][C:13]=2[C:14]2[O:15][CH:16]=[CH:17][CH:18]=2)[CH:5]=[CH:4][N:3]=1. The yield is 0.430.